This data is from Reaction yield outcomes from USPTO patents with 853,638 reactions. The task is: Predict the reaction yield, written as a fraction of the theoretical maximum amount of product (1.0 means a 100% yield; for example, 0.34 means a 34% yield). (1) The reactants are C[O:2][C:3]1[CH:4]=[CH:5][C:6]([C:14]([F:17])([F:16])[F:15])=[C:7]2[C:12]=1[N:11]=[CH:10][NH:9][C:8]2=[O:13].BrC1C(C(F)(F)F)=C2C(=C(OC)C=1)N=CNC2=O.B(Br)(Br)Br. No catalyst specified. The product is [OH:2][C:3]1[CH:4]=[CH:5][C:6]([C:14]([F:17])([F:16])[F:15])=[C:7]2[C:12]=1[N:11]=[CH:10][NH:9][C:8]2=[O:13]. The yield is 0.510. (2) The reactants are [Cl:1][C:2]1[CH:10]=[C:6]([C:7]([OH:9])=O)[C:5]([OH:11])=[CH:4][CH:3]=1.[NH2:12][C:13]1[S:14][CH:15]=[C:16]([C:18]2[CH:23]=[CH:22][C:21]([Cl:24])=[CH:20][C:19]=2[Cl:25])[N:17]=1. No catalyst specified. The product is [Cl:1][C:2]1[CH:3]=[CH:4][C:5]([OH:11])=[C:6]([CH:10]=1)[C:7]([NH:12][C:13]1[S:14][CH:15]=[C:16]([C:18]2[CH:23]=[CH:22][C:21]([Cl:24])=[CH:20][C:19]=2[Cl:25])[N:17]=1)=[O:9]. The yield is 0.0800. (3) The reactants are [CH2:1]([O:8][C:9]([NH:11][CH2:12][CH:13]1[CH2:18][CH2:17][N:16]([C:19]([O:21][C:22]([CH3:25])([CH3:24])[CH3:23])=[O:20])[CH2:15][CH2:14]1)=[O:10])[C:2]1[CH:7]=[CH:6][CH:5]=[CH:4][CH:3]=1.[H-].[Na+].[CH2:28](I)[CH2:29][CH3:30]. The catalyst is CN(C=O)C.[Cl-].[Na+].O. The product is [CH2:1]([O:8][C:9]([N:11]([CH2:12][CH:13]1[CH2:18][CH2:17][N:16]([C:19]([O:21][C:22]([CH3:25])([CH3:24])[CH3:23])=[O:20])[CH2:15][CH2:14]1)[CH2:28][CH2:29][CH3:30])=[O:10])[C:2]1[CH:3]=[CH:4][CH:5]=[CH:6][CH:7]=1. The yield is 0.260. (4) The reactants are [CH:1]([NH:4][C:5]([NH:7][CH:8]([CH3:10])[CH3:9])=[Se:6])([CH3:3])[CH3:2].Cl[CH2:12][C:13](Cl)=[O:14].N1C=CC=CC=1. The catalyst is O1CCCC1. The product is [CH:1]([N:4]1[C:13](=[O:14])[CH2:12][Se:6][C:5]1=[N:7][CH:8]([CH3:10])[CH3:9])([CH3:3])[CH3:2]. The yield is 1.00.